The task is: Predict the reaction yield, written as a fraction of the theoretical maximum amount of product (1.0 means a 100% yield; for example, 0.34 means a 34% yield).. This data is from Reaction yield outcomes from USPTO patents with 853,638 reactions. (1) The product is [C:3]([NH:6][C:7]1[CH:8]=[CH:9][C:10]([CH:13]([OH:20])[CH2:14][C:15]([O:17][CH2:18][CH3:19])=[O:16])=[CH:11][CH:12]=1)(=[O:5])[CH3:4]. The catalyst is CO. The yield is 0.750. The reactants are [BH4-].[Na+].[C:3]([NH:6][C:7]1[CH:12]=[CH:11][C:10]([C:13](=[O:20])[CH2:14][C:15]([O:17][CH2:18][CH3:19])=[O:16])=[CH:9][CH:8]=1)(=[O:5])[CH3:4].OS([O-])(=O)=O.[K+]. (2) The reactants are N1CCC(C2C=C(NC(=O)CC)C=CC=2)CC1.[CH:18]1([C:21]([NH:23][C:24]2[CH:25]=[C:26]([CH:30]3[CH2:35][CH2:34][N:33](C(OC(C)(C)C)=O)[CH2:32][CH2:31]3)[CH:27]=[CH:28][CH:29]=2)=[O:22])[CH2:20][CH2:19]1. No catalyst specified. The product is [NH:33]1[CH2:34][CH2:35][CH:30]([C:26]2[CH:25]=[C:24]([NH:23][C:21]([CH:18]3[CH2:19][CH2:20]3)=[O:22])[CH:29]=[CH:28][CH:27]=2)[CH2:31][CH2:32]1. The yield is 1.00. (3) The reactants are [CH3:1][N:2]1[C:6]2[C:7](=[O:13])[CH2:8][NH:9][S:10](=[O:12])(=[O:11])[C:5]=2[CH:4]=[CH:3]1.Br[CH2:15][CH2:16][CH2:17][Cl:18].C(=O)([O-])[O-].[K+].[K+]. The catalyst is CC(C)=O. The product is [Cl:18][CH2:17][CH2:16][CH2:15][N:9]1[CH2:8][C:7](=[O:13])[C:6]2[N:2]([CH3:1])[CH:3]=[CH:4][C:5]=2[S:10]1(=[O:12])=[O:11]. The yield is 0.450. (4) The reactants are C([O:3][C:4]([C:6]1[C:10]([CH3:11])=[C:9]([CH:12]=[O:13])[NH:8][C:7]=1[CH3:14])=[O:5])C.[OH-].[K+].Cl. The catalyst is CO.O. The product is [CH:12]([C:9]1[NH:8][C:7]([CH3:14])=[C:6]([C:4]([OH:5])=[O:3])[C:10]=1[CH3:11])=[O:13]. The yield is 0.930. (5) The reactants are [CH3:1][C:2]1[CH:11]=[CH:10][C:5]2[N:6]=[C:7]([NH2:9])[S:8][C:4]=2[CH:3]=1.[F:12][C:13]([F:24])([F:23])[C:14]1[CH:15]=[C:16]([CH:20]=[CH:21][CH:22]=1)[C:17](Cl)=[O:18].Br[CH:26]([CH2:31][CH3:32])[C:27]([O:29]C)=[O:28].COC1C=CC2N=C(N)SC=2C=1.ClC1C=C(C=CC=1)C(Cl)=O.BrCC(OCC)=O. No catalyst specified. The product is [CH3:1][C:2]1[CH:11]=[CH:10][C:5]2[N:6]([CH:26]([CH2:31][CH3:32])[C:27]([OH:29])=[O:28])[C:7](=[N:9][C:17](=[O:18])[C:16]3[CH:20]=[CH:21][CH:22]=[C:14]([C:13]([F:24])([F:23])[F:12])[CH:15]=3)[S:8][C:4]=2[CH:3]=1. The yield is 0.260. (6) The reactants are [C:1]1([NH:7][CH2:8][CH2:9][C:10]#[N:11])[CH:6]=[CH:5][CH:4]=[CH:3][CH:2]=1.[NH2:12][OH:13]. The catalyst is CCO. The product is [OH:13][N:12]=[C:10]([NH2:11])[CH2:9][CH2:8][NH:7][C:1]1[CH:6]=[CH:5][CH:4]=[CH:3][CH:2]=1. The yield is 0.628. (7) The reactants are [NH2:1][C:2]1[C:3]([OH:18])=[C:4]([C:9]2[CH:14]=[CH:13][CH:12]=[C:11]([C:15]([OH:17])=[O:16])[CH:10]=2)[CH:5]=[C:6]([F:8])[CH:7]=1.[N:19]([O-])=O.[Na+].[CH3:23][C:24]1[CH2:25][C:26](=[O:39])[N:27]([C:29]2[CH:38]=[CH:37][C:36]3[CH2:35][CH2:34][CH2:33][CH2:32][C:31]=3[CH:30]=2)[N:28]=1.C(=O)(O)[O-].[Na+]. The catalyst is Cl.C(O)C. The product is [F:8][C:6]1[CH:7]=[C:2]([NH:1][N:19]=[C:25]2[C:26](=[O:39])[N:27]([C:29]3[CH:38]=[CH:37][C:36]4[CH2:35][CH2:34][CH2:33][CH2:32][C:31]=4[CH:30]=3)[N:28]=[C:24]2[CH3:23])[C:3]([OH:18])=[C:4]([C:9]2[CH:14]=[CH:13][CH:12]=[C:11]([C:15]([OH:17])=[O:16])[CH:10]=2)[CH:5]=1. The yield is 0.131. (8) The reactants are O[Li].O.C[O:5][C:6](=[O:36])[CH2:7][C@@H:8]([OH:35])[C:9]([N:11]1[CH2:16][CH2:15][N:14]([C:17]2[C:26]3[C:21](=[CH:22][C:23]([CH3:27])=[CH:24][CH:25]=3)[N:20]=[C:19]([C:28]3[CH:33]=[CH:32][CH:31]=[CH:30][C:29]=3[OH:34])[N:18]=2)[CH2:13][CH2:12]1)=[O:10].Cl. The catalyst is C1COCC1.O. The product is [OH:35][C@@H:8]([C:9]([N:11]1[CH2:12][CH2:13][N:14]([C:17]2[C:26]3[C:21](=[CH:22][C:23]([CH3:27])=[CH:24][CH:25]=3)[N:20]=[C:19]([C:28]3[CH:33]=[CH:32][CH:31]=[CH:30][C:29]=3[OH:34])[N:18]=2)[CH2:15][CH2:16]1)=[O:10])[CH2:7][C:6]([OH:36])=[O:5]. The yield is 0.750. (9) The reactants are [Si]([O:8][CH2:9][C:10]1[C:15]([Cl:16])=[CH:14][C:13]([C:17]2[CH:18]([CH3:30])[CH2:19][N:20]([C:23]([O:25][C:26]([CH3:29])([CH3:28])[CH3:27])=[O:24])[CH2:21][CH:22]=2)=[CH:12][N:11]=1)(C(C)(C)C)(C)C.[F-].C([N+](CCCC)(CCCC)CCCC)CCC.O1CCCC1.C(OCC)(=O)C. The catalyst is O1CCCC1. The product is [Cl:16][C:15]1[C:10]([CH2:9][OH:8])=[N:11][CH:12]=[C:13]([C:17]2[CH:18]([CH3:30])[CH2:19][N:20]([C:23]([O:25][C:26]([CH3:27])([CH3:28])[CH3:29])=[O:24])[CH2:21][CH:22]=2)[CH:14]=1. The yield is 0.870.